From a dataset of Reaction yield outcomes from USPTO patents with 853,638 reactions. Predict the reaction yield, written as a fraction of the theoretical maximum amount of product (1.0 means a 100% yield; for example, 0.34 means a 34% yield). (1) The reactants are [Cl:1][C:2]1[CH:7]=[CH:6][C:5]([OH:8])=[CH:4][CH:3]=1.[CH:9](O)([OH:14])[C:10]([F:13])([F:12])[F:11]. No catalyst specified. The product is [F:11][C:10]([F:13])([F:12])[CH:9]([C:6]1[CH:7]=[C:2]([Cl:1])[CH:3]=[CH:4][C:5]=1[OH:8])[OH:14]. The yield is 0.450. (2) The reactants are [Cl:1][C:2]1[CH:7]=[C:6]([O:8][C:9]2[C:10]([CH2:18][CH3:19])=[N:11][C:12]([N+:15]([O-])=O)=[CH:13][CH:14]=2)[CH:5]=[CH:4][N:3]=1.[NH4+].[Cl-]. The catalyst is CO.C1COCC1.[Zn]. The product is [Cl:1][C:2]1[CH:7]=[C:6]([O:8][C:9]2[CH:14]=[CH:13][C:12]([NH2:15])=[N:11][C:10]=2[CH2:18][CH3:19])[CH:5]=[CH:4][N:3]=1. The yield is 0.850.